From a dataset of Forward reaction prediction with 1.9M reactions from USPTO patents (1976-2016). Predict the product of the given reaction. Given the reactants ClCCl.Cl[C:5]1[N:6]=[C:7]([NH:20][CH2:21][C:22]2[CH:27]=[CH:26][C:25]([F:28])=[CH:24][CH:23]=2)[S:8][C:9]=1[CH2:10][C:11]1[C:19]2[C:14](=[N:15][CH:16]=[CH:17][CH:18]=2)[NH:13][CH:12]=1.C[Mg]Br.O1CC[CH2:34][CH2:33]1, predict the reaction product. The product is: [CH2:33]([C:5]1[N:6]=[C:7]([NH:20][CH2:21][C:22]2[CH:27]=[CH:26][C:25]([F:28])=[CH:24][CH:23]=2)[S:8][C:9]=1[CH2:10][C:11]1[C:19]2[C:14](=[N:15][CH:16]=[CH:17][CH:18]=2)[NH:13][CH:12]=1)[CH3:34].